This data is from Reaction yield outcomes from USPTO patents with 853,638 reactions. The task is: Predict the reaction yield, written as a fraction of the theoretical maximum amount of product (1.0 means a 100% yield; for example, 0.34 means a 34% yield). (1) The reactants are [OH:1][C:2]1[CH:3]=[C:4]([CH2:8][CH2:9][CH2:10][NH:11][C:12]2[N:17]=[C:16]([CH3:18])[C:15]([C:19]([NH:21][C@@H:22]([CH2:26][NH:27][C:28]([C:30]3[S:31][CH:32]=[CH:33][CH:34]=3)=[O:29])[C:23]([OH:25])=[O:24])=[O:20])=[C:14]([CH3:35])[N:13]=2)[CH:5]=[CH:6][CH:7]=1.[CH2:36]([O:38][CH2:39][CH2:40]Br)[CH3:37].[I-].[Na+].C(N(CC)CC)C. The catalyst is CN(C=O)C.CCOC(C)=O. The product is [CH2:36]([O:38][CH2:39][CH2:40][O:24][C:23](=[O:25])[C@@H:22]([NH:21][C:19]([C:15]1[C:16]([CH3:18])=[N:17][C:12]([NH:11][CH2:10][CH2:9][CH2:8][C:4]2[CH:5]=[CH:6][CH:7]=[C:2]([OH:1])[CH:3]=2)=[N:13][C:14]=1[CH3:35])=[O:20])[CH2:26][NH:27][C:28]([C:30]1[S:31][CH:32]=[CH:33][CH:34]=1)=[O:29])[CH3:37]. The yield is 0.540. (2) The reactants are O[CH:2]1[CH2:8][O:7][C:6]2[CH:9]=[CH:10][C:11]([I:13])=[CH:12][C:5]=2[N:4]2[N:14]=[C:15]([C:17]([O:19][CH2:20][CH3:21])=[O:18])[CH:16]=[C:3]12.COCCN(S(F)(F)[F:32])CCOC. The catalyst is ClCCl. The product is [F:32][CH:2]1[CH2:8][O:7][C:6]2[CH:9]=[CH:10][C:11]([I:13])=[CH:12][C:5]=2[N:4]2[N:14]=[C:15]([C:17]([O:19][CH2:20][CH3:21])=[O:18])[CH:16]=[C:3]12. The yield is 0.820. (3) The reactants are [CH3:1][O:2][C:3]1[CH:19]=[CH:18][C:6]([CH2:7][N:8]2[C:12]3[N:13]=[CH:14][CH:15]=[C:16](O)[C:11]=3[CH:10]=[N:9]2)=[CH:5][CH:4]=1.P(Cl)(Cl)([Cl:22])=O.C([O-])(O)=O.[Na+]. The catalyst is ClC(Cl)C. The product is [Cl:22][C:16]1[CH:15]=[CH:14][N:13]=[C:12]2[N:8]([CH2:7][C:6]3[CH:18]=[CH:19][C:3]([O:2][CH3:1])=[CH:4][CH:5]=3)[N:9]=[CH:10][C:11]=12. The yield is 0.470.